This data is from Reaction yield outcomes from USPTO patents with 853,638 reactions. The task is: Predict the reaction yield, written as a fraction of the theoretical maximum amount of product (1.0 means a 100% yield; for example, 0.34 means a 34% yield). The reactants are [CH2:1]([O:3][C:4](=[O:13])[CH:5]([C:7]1[CH:12]=[CH:11][CH:10]=[CH:9][CH:8]=1)[CH3:6])[CH3:2].[C:14]1(C)C=CC(CC(OCC)=O)=CC=1.[Li+].CC([N-]C(C)C)C.CI. The catalyst is C1COCC1.CN1C(=O)N(C)CCC1. The product is [C:10]1([CH3:14])[CH:11]=[CH:12][C:7]([CH:5]([CH3:6])[C:4]([O:3][CH2:1][CH3:2])=[O:13])=[CH:8][CH:9]=1. The yield is 0.860.